Dataset: Catalyst prediction with 721,799 reactions and 888 catalyst types from USPTO. Task: Predict which catalyst facilitates the given reaction. (1) Reactant: [CH:1]([C:3]1[CH:4]=[CH:5][C:6]([O:13][CH2:14][C:15]2[N:16]=[C:17]([C:21]3[O:22][CH:23]=[CH:24][CH:25]=3)[O:18][C:19]=2[CH3:20])=[C:7]([CH:12]=1)[C:8]([O:10][CH3:11])=[O:9])=[O:2].C(O)C.[BH4-].[Na+].O. Product: [O:22]1[CH:23]=[CH:24][CH:25]=[C:21]1[C:17]1[O:18][C:19]([CH3:20])=[C:15]([CH2:14][O:13][C:6]2[CH:5]=[CH:4][C:3]([CH2:1][OH:2])=[CH:12][C:7]=2[C:8]([O:10][CH3:11])=[O:9])[N:16]=1. The catalyst class is: 7. (2) Reactant: [C:1]([N:9]1[CH2:21][CH2:20][C:19]2[C:18]3[C:13](=[CH:14][CH:15]=[CH:16][CH:17]=3)[NH:12][C:11]=2[CH2:10]1)(=[O:8])[C:2]1[CH:7]=[CH:6][CH:5]=[CH:4][CH:3]=1.[H-].[Na+].[CH3:24]I.O. Product: [C:1]([N:9]1[CH2:21][CH2:20][C:19]2[C:18]3[C:13](=[CH:14][CH:15]=[CH:16][CH:17]=3)[N:12]([CH3:24])[C:11]=2[CH2:10]1)(=[O:8])[C:2]1[CH:7]=[CH:6][CH:5]=[CH:4][CH:3]=1. The catalyst class is: 3. (3) Reactant: [C:1]([C:3](=[N:9]O)[C:4]([O:6][CH2:7][CH3:8])=[O:5])#[N:2].C([O-])(O)=O.[Na+].S(S([O-])=O)([O-])=O.[Na+].[Na+].[Na+].[Cl-]. Product: [N:2]#[C:1][C@@H:3]([C:4]([O:6][CH2:7][CH3:8])=[O:5])[NH2:9]. The catalyst class is: 6. (4) Reactant: [Cl:1][C:2]1[NH:10][C:9]2[C:8](=[O:11])[N:7]([CH2:12][CH2:13][CH2:14][OH:15])[C:6](=[O:16])[N:5]([CH2:17][CH2:18][CH2:19][CH2:20][CH3:21])[C:4]=2[N:3]=1.ClC(Cl)(O[C:26](=[O:32])OC(Cl)(Cl)Cl)Cl.N1C=CC=CC=1.[CH2:40]([NH2:47])[C:41]1[CH:46]=[CH:45][CH:44]=[CH:43][CH:42]=1. Product: [C:41]1([CH2:40][NH:47][C:26](=[O:32])[O:15][CH2:14][CH2:13][CH2:12][N:7]2[C:8](=[O:11])[C:9]3[NH:10][C:2]([Cl:1])=[N:3][C:4]=3[N:5]([CH2:17][CH2:18][CH2:19][CH2:20][CH3:21])[C:6]2=[O:16])[CH:46]=[CH:45][CH:44]=[CH:43][CH:42]=1. The catalyst class is: 1.